This data is from Reaction yield outcomes from USPTO patents with 853,638 reactions. The task is: Predict the reaction yield, written as a fraction of the theoretical maximum amount of product (1.0 means a 100% yield; for example, 0.34 means a 34% yield). The reactants are [Cl:1][C:2]1[C:3]([N:8]2[CH2:17][CH2:16][C:15]3[C:14](=O)[NH:13][CH:12]=[N:11][C:10]=3[CH2:9]2)=[N:4][CH:5]=[CH:6][CH:7]=1.O=P(Cl)(Cl)[Cl:21].CN(C)C1C=CC=CC=1.C([O-])(O)=O.[Na+]. The catalyst is ClCCCl.C(OCC)(=O)C.O. The product is [Cl:21][C:14]1[C:15]2[CH2:16][CH2:17][N:8]([C:3]3[C:2]([Cl:1])=[CH:7][CH:6]=[CH:5][N:4]=3)[CH2:9][C:10]=2[N:11]=[CH:12][N:13]=1. The yield is 0.730.